This data is from Full USPTO retrosynthesis dataset with 1.9M reactions from patents (1976-2016). The task is: Predict the reactants needed to synthesize the given product. (1) Given the product [O:12]1[CH2:13][CH2:14][CH2:15][CH2:16][CH:11]1[N:7]1[C:8]2[C:4](=[CH:3][C:2](/[CH:33]=[CH:32]/[C:30]3[N:29]=[CH:28][N:27]=[C:26]([NH:25][C:22]4[CH:21]=[CH:20][C:19]([C:18]([F:34])([F:17])[F:35])=[CH:24][CH:23]=4)[N:31]=3)=[CH:10][CH:9]=2)[CH:5]=[N:6]1, predict the reactants needed to synthesize it. The reactants are: I[C:2]1[CH:3]=[C:4]2[C:8](=[CH:9][CH:10]=1)[N:7]([CH:11]1[CH2:16][CH2:15][CH2:14][CH2:13][O:12]1)[N:6]=[CH:5]2.[F:17][C:18]([F:35])([F:34])[C:19]1[CH:24]=[CH:23][C:22]([NH:25][C:26]2[N:31]=[C:30]([CH:32]=[CH2:33])[N:29]=[CH:28][N:27]=2)=[CH:21][CH:20]=1.C1(C)C=CC=CC=1P(C1C=CC=CC=1C)C1C=CC=CC=1C.C(N(CC)CC)C. (2) The reactants are: FC(F)(F)C(O)=O.[CH2:8]([O:12][C:13]1[N:21]=[C:20]2[C:16]([N:17]=[C:18]([O:22][CH3:23])[NH:19]2)=[C:15]([NH2:24])[N:14]=1)[CH2:9][CH2:10][CH3:11].C(=O)([O-])[O-].[K+].[K+].Br[CH2:32][CH:33]1[CH2:38][CH2:37][CH2:36][N:35]([C:39]([O:41][CH2:42][C:43]2[CH:48]=[CH:47][CH:46]=[CH:45][CH:44]=2)=[O:40])[CH2:34]1. Given the product [NH2:24][C:15]1[N:14]=[C:13]([O:12][CH2:8][CH2:9][CH2:10][CH3:11])[N:21]=[C:20]2[C:16]=1[N:17]=[C:18]([O:22][CH3:23])[N:19]2[CH2:32][CH:33]1[CH2:38][CH2:37][CH2:36][N:35]([C:39]([O:41][CH2:42][C:43]2[CH:44]=[CH:45][CH:46]=[CH:47][CH:48]=2)=[O:40])[CH2:34]1, predict the reactants needed to synthesize it.